From a dataset of Reaction yield outcomes from USPTO patents with 853,638 reactions. Predict the reaction yield, written as a fraction of the theoretical maximum amount of product (1.0 means a 100% yield; for example, 0.34 means a 34% yield). (1) The reactants are Br[C:2]1[CH:3]=[C:4]2[C:9](=[CH:10][CH:11]=1)[CH:8]=[C:7]([S:12]([C:15]1[CH:20]=[CH:19][CH:18]=[CH:17][C:16]=1[C@@H:21]([OH:23])[CH3:22])(=[O:14])=[O:13])[CH:6]=[CH:5]2.[F:24][C:25]1[CH:30]=[CH:29][CH:28]=[CH:27][C:26]=1B(O)O.C1(C)C=CC=CC=1P(C1C=CC=CC=1C)C1C=CC=CC=1C.C(=O)([O-])[O-].[Na+].[Na+]. The catalyst is COCCOC.C(OCC)(=O)C.C([O-])(=O)C.[Pd+2].C([O-])(=O)C.O. The product is [F:24][C:25]1[CH:30]=[CH:29][CH:28]=[CH:27][C:26]=1[C:2]1[CH:3]=[C:4]2[C:9](=[CH:10][CH:11]=1)[CH:8]=[C:7]([S:12]([C:15]1[CH:20]=[CH:19][CH:18]=[CH:17][C:16]=1[C@@H:21]([OH:23])[CH3:22])(=[O:13])=[O:14])[CH:6]=[CH:5]2. The yield is 0.810. (2) The reactants are CN(C(ON1N=NC2C=CC=NC1=2)=[N+](C)C)C.F[P-](F)(F)(F)(F)F.[CH3:25][O:26][C@:27]1([C:36]2[CH:45]=[CH:44][C:43]3[C:38](=[CH:39][C:40]([CH:48]=[CH2:49])=[C:41]([O:46][CH3:47])[CH:42]=3)[CH:37]=2)[CH2:31][NH:30][C@H:29]([C:32]([O:34][CH3:35])=[O:33])[CH2:28]1.[CH3:50][C:51]([CH3:69])([CH2:65][CH2:66][CH:67]=[CH2:68])[CH2:52][O:53][C:54]([NH:56][C@@H:57]([C:61]([CH3:64])([CH3:63])[CH3:62])[C:58](O)=[O:59])=[O:55]. The catalyst is C(Cl)Cl. The product is [CH3:50][C:51]([CH3:69])([CH2:65][CH2:66][CH:67]=[CH2:68])[CH2:52][O:53][C:54]([NH:56][C@@H:57]([C:61]([CH3:62])([CH3:63])[CH3:64])[C:58]([N:30]1[CH2:31][C@:27]([O:26][CH3:25])([C:36]2[CH:45]=[CH:44][C:43]3[C:38](=[CH:39][C:40]([CH:48]=[CH2:49])=[C:41]([O:46][CH3:47])[CH:42]=3)[CH:37]=2)[CH2:28][C@H:29]1[C:32]([O:34][CH3:35])=[O:33])=[O:59])=[O:55]. The yield is 0.850. (3) The reactants are [Br:1][C:2]1[CH:3]=[C:4]([CH:6]=[CH:7][C:8]=1[CH3:9])[NH2:5].Cl[C:11]1[CH:16]=[CH:15][CH:14]=[CH:13][N:12]=1. No catalyst specified. The product is [Br:1][C:2]1[CH:3]=[C:4]([NH:5][C:11]2[CH:16]=[CH:15][CH:14]=[CH:13][N:12]=2)[CH:6]=[CH:7][C:8]=1[CH3:9]. The yield is 0.650. (4) The reactants are [CH2:1]([O:8][C:9]1[C:10]([CH3:18])=[C:11]([CH:16]=[O:17])[CH:12]=[N:13][C:14]=1[CH3:15])[C:2]1[CH:7]=[CH:6][CH:5]=[CH:4][CH:3]=1.[P:19]([O-:30])([O:25][C:26]([CH3:29])([CH3:28])[CH3:27])[O:20][C:21]([CH3:24])([CH3:23])[CH3:22].C1CCN2C(=NCCC2)CC1.O. The catalyst is ClCCl. The product is [C:26]([O:25][P:19]([CH:16]([C:11]1[CH:12]=[N:13][C:14]([CH3:15])=[C:9]([O:8][CH2:1][C:2]2[CH:3]=[CH:4][CH:5]=[CH:6][CH:7]=2)[C:10]=1[CH3:18])[OH:17])(=[O:30])[O:20][C:21]([CH3:24])([CH3:23])[CH3:22])([CH3:29])([CH3:28])[CH3:27]. The yield is 0.830. (5) The reactants are [O:1]1[C:5]2[CH:6]=[CH:7][CH:8]=[CH:9][C:4]=2[N:3]=[C:2]1[C:10]1[CH:11]=[CH:12][C:13]([NH:17][CH:18]2[CH2:23][CH2:22][O:21][CH2:20][CH2:19]2)=[C:14]([CH:16]=1)[NH2:15].[N:24]1[CH:29]=[CH:28][CH:27]=[CH:26][C:25]=1[CH:30]=O.OOS([O-])=O.[K+].C(=O)([O-])[O-].[K+].[K+]. The catalyst is CN(C=O)C.O. The product is [O:1]1[C:5]2[CH:6]=[CH:7][CH:8]=[CH:9][C:4]=2[N:3]=[C:2]1[C:10]1[CH:11]=[CH:12][C:13]2[N:17]([CH:18]3[CH2:23][CH2:22][O:21][CH2:20][CH2:19]3)[C:30]([C:25]3[CH:26]=[CH:27][CH:28]=[CH:29][N:24]=3)=[N:15][C:14]=2[CH:16]=1. The yield is 0.702. (6) The reactants are [O:1]1[CH2:6][CH2:5][N:4]([C:7](=[O:24])[CH2:8][N:9]2[C:17]3[C:12](=[CH:13][CH:14]=[CH:15][CH:16]=3)[C:11]3[CH:18]=[CH:19][N:20]=[C:21]([CH:22]=O)[C:10]2=3)[CH2:3][CH2:2]1.[N:25]1[C:34]2[C@@H:33]([NH2:35])[CH2:32][CH2:31][CH2:30][C:29]=2[CH:28]=[CH:27][CH:26]=1.C(O[BH-](OC(=O)C)OC(=O)C)(=O)C.[Na+]. The catalyst is ClCCl. The product is [O:1]1[CH2:6][CH2:5][N:4]([C:7](=[O:24])[CH2:8][N:9]2[C:17]3[C:12](=[CH:13][CH:14]=[CH:15][CH:16]=3)[C:11]3[CH:18]=[CH:19][N:20]=[C:21]([CH2:22][NH:35][C@@H:33]4[C:34]5[N:25]=[CH:26][CH:27]=[CH:28][C:29]=5[CH2:30][CH2:31][CH2:32]4)[C:10]2=3)[CH2:3][CH2:2]1. The yield is 0.850. (7) The reactants are [CH2:1]([N:3]1[C:7]([OH:8])=[CH:6][C:5]([C:9]2[CH:14]=[N:13][CH:12]=[CH:11][N:10]=2)=[N:4]1)[CH3:2].[H-].[Na+].[F:17][C:18]([F:37])([F:36])[S:19](N(C1C=CC=CC=1)[S:19]([C:18]([F:37])([F:36])[F:17])(=[O:21])=[O:20])(=[O:21])=[O:20]. The catalyst is CN(C=O)C. The product is [CH2:1]([N:3]1[C:7]([O:8][S:19]([C:18]([F:37])([F:36])[F:17])(=[O:21])=[O:20])=[CH:6][C:5]([C:9]2[CH:14]=[N:13][CH:12]=[CH:11][N:10]=2)=[N:4]1)[CH3:2]. The yield is 0.629. (8) The reactants are [Cl:1][C:2]1[CH:7]=[CH:6][C:5]([N:8]2[C:13](=[O:14])[C:12]3[CH:15]=[N:16][N:17]([C:18]4[CH:23]=[CH:22][CH:21]=[CH:20][CH:19]=4)[C:11]=3[N:10]=[C:9]2[C:24]2[CH:29]=[CH:28][C:27]([C:30]3[CH:34]=[CH:33][NH:32][N:31]=3)=[CH:26][CH:25]=2)=[CH:4][CH:3]=1.[C:35]([O-])([O-])=O.[K+].[K+].CI.O. The catalyst is CC#N. The product is [Cl:1][C:2]1[CH:3]=[CH:4][C:5]([N:8]2[C:13](=[O:14])[C:12]3[CH:15]=[N:16][N:17]([C:18]4[CH:19]=[CH:20][CH:21]=[CH:22][CH:23]=4)[C:11]=3[N:10]=[C:9]2[C:24]2[CH:29]=[CH:28][C:27]([C:30]3[CH:34]=[CH:33][N:32]([CH3:35])[N:31]=3)=[CH:26][CH:25]=2)=[CH:6][CH:7]=1. The yield is 0.920.